From a dataset of Full USPTO retrosynthesis dataset with 1.9M reactions from patents (1976-2016). Predict the reactants needed to synthesize the given product. (1) Given the product [CH2:25]([CH:24]([NH:23][C:4]1[N:3]=[C:2]([NH:52][CH2:51][CH2:46][N:45]2[CH2:53][CH2:41][CH2:40][CH2:44][CH2:43]2)[N:10]=[C:9]2[C:5]=1[N:6]=[CH:7][N:8]2[C@@H:11]1[CH2:15][C@H:14]([NH:16][C:17](=[O:20])[CH2:18][CH3:19])[C@@H:13]([OH:21])[C@H:12]1[OH:22])[CH2:27][CH3:28])[CH3:26], predict the reactants needed to synthesize it. The reactants are: Cl[C:2]1[N:10]=[C:9]2[C:5]([N:6]=[CH:7][N:8]2[C@@H:11]2[CH2:15][C@H:14]([NH:16][C:17](=[O:20])[CH2:18][CH3:19])[C@@H:13]([OH:21])[C@H:12]2[OH:22])=[C:4]([NH:23][CH:24]([CH2:27][CH3:28])[CH2:25][CH3:26])[N:3]=1.C(OC(=O)N([C@H:40]1[CH2:44][C@@H:43]([N:45]2[CH:53]=[N:52][C:51]3[C:46]2=NC(Cl)=NC=3Cl)C=[CH:41]1)C(=O)CC)(C)(C)C.NCCN1CCCCC1. (2) Given the product [NH2:1][C:4]1[CH:5]=[CH:6][C:7]([CH2:10][O:11][C:12]2[CH:17]=[CH:16][C:15]([CH2:18][CH2:19][C:20]([O:22][CH3:23])=[O:21])=[CH:14][CH:13]=2)=[CH:8][CH:9]=1, predict the reactants needed to synthesize it. The reactants are: [N+:1]([C:4]1[CH:9]=[CH:8][C:7]([CH2:10][O:11][C:12]2[CH:17]=[CH:16][C:15]([CH2:18][CH2:19][C:20]([O:22][CH3:23])=[O:21])=[CH:14][CH:13]=2)=[CH:6][CH:5]=1)([O-])=O.[Bi](Cl)(Cl)Cl.[BH4-].[Na+]. (3) Given the product [OH:1][C@@H:2]([C@H:4]1[C:24](=[O:25])[N:6]2[C:7]([C:21]([O:23][CH2:38][O:37][C:35]([N:29]3[C@H:30]([CH3:34])[CH2:31][CH2:32][CH2:33][C@@H:28]3[CH3:27])=[O:36])=[O:22])=[C:8]([S:11]/[CH:12]=[CH:13]\[C:14]3[S:18][CH:17]=[N:16][C:15]=3[CH2:19][OH:20])[C@H:9]([CH3:10])[C@H:5]12)[CH3:3], predict the reactants needed to synthesize it. The reactants are: [OH:1][C@@H:2]([C@H:4]1[C:24](=[O:25])[N:6]2[C:7]([C:21]([O-:23])=[O:22])=[C:8]([S:11]/[CH:12]=[CH:13]\[C:14]3[S:18][CH:17]=[N:16][C:15]=3[CH2:19][OH:20])[C@H:9]([CH3:10])[C@H:5]12)[CH3:3].[Na+].[CH3:27][C@H:28]1[CH2:33][CH2:32][CH2:31][C@@H:30]([CH3:34])[N:29]1[C:35]([O:37][CH2:38]Cl)=[O:36].C(OCC)(=O)C. (4) Given the product [F:28][C:29]1[CH:30]=[CH:31][C:32]([CH2:35][O:36][C:37]2[CH:42]=[N:41][N:40]([CH2:15][C:16]([C:18]3[CH:23]=[CH:22][C:21]([CH2:24][OH:25])=[CH:20][C:19]=3[CH3:26])=[O:17])[C:39](=[O:43])[CH:38]=2)=[N:33][CH:34]=1, predict the reactants needed to synthesize it. The reactants are: C(OC1C=CN([CH2:15][C:16]([C:18]2[CH:23]=[CH:22][C:21]([CH2:24][OH:25])=[CH:20][C:19]=2[CH3:26])=[O:17])C(=O)C=1)C1C=CC=CC=1.[F:28][C:29]1[CH:30]=[CH:31][C:32]([CH2:35][O:36][C:37]2[CH:42]=[N:41][NH:40][C:39](=[O:43])[CH:38]=2)=[N:33][CH:34]=1.